This data is from NCI-60 drug combinations with 297,098 pairs across 59 cell lines. The task is: Regression. Given two drug SMILES strings and cell line genomic features, predict the synergy score measuring deviation from expected non-interaction effect. (1) Drug 1: CNC(=O)C1=NC=CC(=C1)OC2=CC=C(C=C2)NC(=O)NC3=CC(=C(C=C3)Cl)C(F)(F)F. Drug 2: COC1=C2C(=CC3=C1OC=C3)C=CC(=O)O2. Cell line: OVCAR3. Synergy scores: CSS=-1.75, Synergy_ZIP=1.19, Synergy_Bliss=-1.72, Synergy_Loewe=-0.902, Synergy_HSA=-4.94. (2) Drug 1: C1CCC(CC1)NC(=O)N(CCCl)N=O. Drug 2: C1=CC(=CC=C1CCCC(=O)O)N(CCCl)CCCl. Cell line: HL-60(TB). Synergy scores: CSS=70.4, Synergy_ZIP=8.64, Synergy_Bliss=11.4, Synergy_Loewe=6.22, Synergy_HSA=13.3. (3) Drug 1: CN(C(=O)NC(C=O)C(C(C(CO)O)O)O)N=O. Drug 2: CCC1(C2=C(COC1=O)C(=O)N3CC4=CC5=C(C=CC(=C5CN(C)C)O)N=C4C3=C2)O.Cl. Cell line: BT-549. Synergy scores: CSS=1.76, Synergy_ZIP=-9.94, Synergy_Bliss=-19.2, Synergy_Loewe=-61.1, Synergy_HSA=-18.5. (4) Drug 1: CN(C)N=NC1=C(NC=N1)C(=O)N. Drug 2: C1=NC2=C(N1)C(=S)N=CN2. Cell line: RXF 393. Synergy scores: CSS=-0.399, Synergy_ZIP=-7.73, Synergy_Bliss=-16.2, Synergy_Loewe=-38.2, Synergy_HSA=-16.0.